This data is from Forward reaction prediction with 1.9M reactions from USPTO patents (1976-2016). The task is: Predict the product of the given reaction. (1) Given the reactants [CH:1]1([C:4]2[N:5]=[CH:6][N:7]([C:9]3[CH:14]=[CH:13][N:12]=[C:11]([C:15]([NH:17][C:18]4[CH:22]=[C:21]([C:23]([NH:25][NH2:26])=O)[S:20][CH:19]=4)=[O:16])[CH:10]=3)[CH:8]=2)[CH2:3][CH2:2]1.[CH3:27][CH:28]([CH3:32])[C@@H:29]([NH2:31])[CH3:30].[C:33](O)(=O)C, predict the reaction product. The product is: [CH:1]1([C:4]2[N:5]=[CH:6][N:7]([C:9]3[CH:14]=[CH:13][N:12]=[C:11]([C:15]([NH:17][C:18]4[CH:22]=[C:21]([C:23]5[N:31]([C@H:29]([CH:28]([CH3:32])[CH3:27])[CH3:30])[CH:33]=[N:26][N:25]=5)[S:20][CH:19]=4)=[O:16])[CH:10]=3)[CH:8]=2)[CH2:3][CH2:2]1. (2) Given the reactants [C:1]([C:5]1[CH:9]=[C:8]([NH:10][C:11](=[O:36])[NH:12][C:13]2[C:22]3[C:17](=[CH:18][CH:19]=[CH:20][CH:21]=3)[C:16]([O:23][CH2:24][C:25]3[CH:30]=[CH:29][N:28]=[C:27]([NH:31][C:32](=[O:35])[CH2:33]Cl)[CH:26]=3)=[CH:15][CH:14]=2)[N:7]([C:37]2[CH:42]=[CH:41][C:40]([CH3:43])=[CH:39][CH:38]=2)[N:6]=1)([CH3:4])([CH3:3])[CH3:2].CCN(C(C)C)C(C)C.[CH3:53][O:54][CH2:55][CH2:56][N:57]1[CH2:62][CH2:61][NH:60][CH2:59][CH2:58]1, predict the reaction product. The product is: [C:1]([C:5]1[CH:9]=[C:8]([NH:10][C:11](=[O:36])[NH:12][C:13]2[C:22]3[C:17](=[CH:18][CH:19]=[CH:20][CH:21]=3)[C:16]([O:23][CH2:24][C:25]3[CH:30]=[CH:29][N:28]=[C:27]([NH:31][C:32](=[O:35])[CH2:33][N:60]4[CH2:61][CH2:62][N:57]([CH2:56][CH2:55][O:54][CH3:53])[CH2:58][CH2:59]4)[CH:26]=3)=[CH:15][CH:14]=2)[N:7]([C:37]2[CH:42]=[CH:41][C:40]([CH3:43])=[CH:39][CH:38]=2)[N:6]=1)([CH3:4])([CH3:3])[CH3:2]. (3) Given the reactants C(O)=O.[NH2:4][CH2:5][CH2:6][C:7]1[CH:29]=[CH:28][C:10]([NH:11][C:12]2[C:17]([NH:18][C:19]([NH:21][CH2:22][CH2:23][CH2:24][CH2:25][CH2:26][CH3:27])=[O:20])=[CH:16][CH:15]=[CH:14][N:13]=2)=[CH:9][CH:8]=1.C([Si]([O:47][C:48]1[CH:53]=[CH:52][C:51]([O:54][CH2:55][CH:56]2[CH2:58][O:57]2)=[CH:50][CH:49]=1)(C1C=CC=CC=1)C1C=CC=CC=1)(C)(C)C, predict the reaction product. The product is: [CH2:22]([NH:21][C:19]([NH:18][C:17]1[C:12]([NH:11][C:10]2[CH:9]=[CH:8][C:7]([CH2:6][CH2:5][NH:4][CH2:58][C@H:56]([OH:57])[CH2:55][O:54][C:51]3[CH:52]=[CH:53][C:48]([OH:47])=[CH:49][CH:50]=3)=[CH:29][CH:28]=2)=[N:13][CH:14]=[CH:15][CH:16]=1)=[O:20])[CH2:23][CH2:24][CH2:25][CH2:26][CH3:27]. (4) Given the reactants [Cl:1][C:2]1[CH:9]=[CH:8][CH:7]=[CH:6][C:3]=1[CH:4]=[O:5].[Br:10][C:11]1[CH:17]=[CH:16][C:14]([NH2:15])=[CH:13][C:12]=1[O:18][CH3:19], predict the reaction product. The product is: [NH2:15][C:14]1[CH:13]=[C:12]([O:18][CH3:19])[C:11]([Br:10])=[CH:17][C:16]=1[C:4]([C:3]1[CH:6]=[CH:7][CH:8]=[CH:9][C:2]=1[Cl:1])=[O:5]. (5) Given the reactants C(OC([N:8]1[CH2:13][CH2:12][CH:11]([CH2:14][N:15]([CH2:30][C@H:31]2[C:36](=[O:37])[NH:35][C@@H:34]([CH2:38][C:39]3[CH:48]=[CH:47][C:46]4[C:41](=[CH:42][CH:43]=[CH:44][CH:45]=4)[CH:40]=3)[C:33](=[O:49])[N:32]2[CH2:50][C:51]2[CH:56]=[CH:55][C:54]([C:57]3[CH:62]=[CH:61][CH:60]=[CH:59][CH:58]=3)=[CH:53][CH:52]=2)[C:16](=[O:29])[CH2:17][C:18]([NH:21]C(OC(C)(C)C)=O)([CH3:20])[CH3:19])[CH2:10][CH2:9]1)=O)(C)(C)C.FC(F)(F)C(O)=O, predict the reaction product. The product is: [NH2:21][C:18]([CH3:20])([CH3:19])[CH2:17][C:16]([N:15]([CH2:30][C@H:31]1[C:36](=[O:37])[NH:35][C@@H:34]([CH2:38][C:39]2[CH:48]=[CH:47][C:46]3[C:41](=[CH:42][CH:43]=[CH:44][CH:45]=3)[CH:40]=2)[C:33](=[O:49])[N:32]1[CH2:50][C:51]1[CH:52]=[CH:53][C:54]([C:57]2[CH:58]=[CH:59][CH:60]=[CH:61][CH:62]=2)=[CH:55][CH:56]=1)[CH2:14][CH:11]1[CH2:12][CH2:13][NH:8][CH2:9][CH2:10]1)=[O:29].